This data is from Full USPTO retrosynthesis dataset with 1.9M reactions from patents (1976-2016). The task is: Predict the reactants needed to synthesize the given product. Given the product [C:8]([C:7]1[CH:10]=[C:11]([C:14]2[O:18][N:17]=[C:16]([C:19]3[CH:20]=[CH:21][C:22]4[CH2:28][N:27]([CH2:37][CH2:38][CH2:39][C:40]([O:42][CH2:43][CH3:44])=[O:41])[CH2:26][CH2:25][CH2:24][C:23]=4[CH:29]=3)[N:15]=2)[CH:12]=[CH:13][C:6]=1[O:5][CH:3]([CH3:2])[CH3:4])#[N:9], predict the reactants needed to synthesize it. The reactants are: Cl.[CH3:2][CH:3]([O:5][C:6]1[CH:13]=[CH:12][C:11]([C:14]2[O:18][N:17]=[C:16]([C:19]3[CH:20]=[CH:21][C:22]4[CH2:28][NH:27][CH2:26][CH2:25][CH2:24][C:23]=4[CH:29]=3)[N:15]=2)=[CH:10][C:7]=1[C:8]#[N:9])[CH3:4].C(=O)([O-])[O-].[Cs+].[Cs+].Br[CH2:37][CH2:38][CH2:39][C:40]([O:42][CH2:43][CH3:44])=[O:41].CCOC(C)=O.